From a dataset of Forward reaction prediction with 1.9M reactions from USPTO patents (1976-2016). Predict the product of the given reaction. Given the reactants [CH2:1]([N:8]1[CH2:17][CH2:16][C:15]2[C:14](Cl)=[N:13][CH:12]=[N:11][C:10]=2[CH2:9]1)[C:2]1[CH:7]=[CH:6][CH:5]=[CH:4][CH:3]=1.FC(F)(F)C(O)=O.[CH:26]1([N:30]2[CH2:35][CH2:34][NH:33][CH2:32][CH2:31]2)[CH2:29][CH2:28][CH2:27]1.C([O-])([O-])=O.[K+].[K+].O, predict the reaction product. The product is: [CH2:1]([N:8]1[CH2:17][CH2:16][C:15]2[C:14]([N:33]3[CH2:34][CH2:35][N:30]([CH:26]4[CH2:29][CH2:28][CH2:27]4)[CH2:31][CH2:32]3)=[N:13][CH:12]=[N:11][C:10]=2[CH2:9]1)[C:2]1[CH:7]=[CH:6][CH:5]=[CH:4][CH:3]=1.